This data is from Forward reaction prediction with 1.9M reactions from USPTO patents (1976-2016). The task is: Predict the product of the given reaction. (1) Given the reactants [N:1]1[C:10]2[C:5](=[CH:6][C:7]([CH2:11][CH2:12][CH2:13][OH:14])=[CH:8][CH:9]=2)[CH:4]=[CH:3][CH:2]=1.CC(OI1(OC(C)=O)(OC(C)=O)OC(=O)C2C=CC=CC1=2)=O.[OH-].[Na+].CCCCCC, predict the reaction product. The product is: [N:1]1[C:10]2[C:5](=[CH:6][C:7]([CH2:11][CH2:12][CH:13]=[O:14])=[CH:8][CH:9]=2)[CH:4]=[CH:3][CH:2]=1. (2) Given the reactants [CH3:1][C:2]1[CH:7]=[C:6]([C:8](=O)[CH2:9][C:10]#[N:11])[CH:5]=[CH:4][N:3]=1.[CH3:13][NH:14][NH2:15], predict the reaction product. The product is: [CH3:13][N:14]1[C:10]([NH2:11])=[CH:9][C:8]([C:6]2[CH:5]=[CH:4][N:3]=[C:2]([CH3:1])[CH:7]=2)=[N:15]1. (3) Given the reactants [Cl:1][C:2]1[CH:7]=[C:6]([CH3:8])[C:5]([CH3:9])=[CH:4][C:3]=1[CH2:10][C:11]([OH:13])=O.C(Cl)(=O)C(Cl)=O.OC(C(F)(F)F)=O.[NH:27]1[CH2:31][CH2:30][C:29]([C:32]2[CH:37]=[CH:36][C:35]([NH:38][S:39]([CH3:42])(=[O:41])=[O:40])=[CH:34][CH:33]=2)=[N:28]1, predict the reaction product. The product is: [Cl:1][C:2]1[CH:7]=[C:6]([CH3:8])[C:5]([CH3:9])=[CH:4][C:3]=1[CH2:10][C:11]([N:27]1[CH2:31][CH2:30][C:29]([C:32]2[CH:33]=[CH:34][C:35]([NH:38][S:39]([CH3:42])(=[O:41])=[O:40])=[CH:36][CH:37]=2)=[N:28]1)=[O:13]. (4) Given the reactants [N+:1]([C:4]1[CH:13]=[C:12]([C:14]([F:17])([F:16])[F:15])[CH:11]=[CH:10][C:5]=1[C:6]([O:8][CH3:9])=[O:7])([O-])=O, predict the reaction product. The product is: [NH2:1][C:4]1[CH:13]=[C:12]([C:14]([F:15])([F:16])[F:17])[CH:11]=[CH:10][C:5]=1[C:6]([O:8][CH3:9])=[O:7]. (5) Given the reactants [F:1][C:2]1[CH:3]=[C:4]([CH:6]=[C:7]([F:9])[CH:8]=1)[NH2:5].[Cl:10][CH2:11][C:12](Cl)=[O:13].O.C(OCC)(=O)C, predict the reaction product. The product is: [Cl:10][CH2:11][C:12]([NH:5][C:4]1[CH:3]=[C:2]([F:1])[CH:8]=[C:7]([F:9])[CH:6]=1)=[O:13].